Binary Classification. Given a miRNA mature sequence and a target amino acid sequence, predict their likelihood of interaction. From a dataset of Experimentally validated miRNA-target interactions with 360,000+ pairs, plus equal number of negative samples. (1) The miRNA is hsa-miR-31-5p with sequence AGGCAAGAUGCUGGCAUAGCU. The protein sequence of the target gene is MERLKSHKPATMTIMVEDIMKLLCSLSGERKMKAAVKHSGKGALVTGAMAFVGGLVGGPPGLAVGGAVGGLLGAWMTSGQFKPVPQILMELPPAEQQRLFNEAAAIIRHLEWTDAVQLTALVMGSEALQQQLLAMLVNYVTKELRAEIQYDD. Result: 1 (interaction). (2) The miRNA is hsa-miR-424-5p with sequence CAGCAGCAAUUCAUGUUUUGAA. The protein sequence of the target gene is MGSGGVVHCRCAKCFCYPTKRRIRRRPRNLTILSLPEDVLFHILKWLSVEDILAVRAVHSQLKDLVDNHASVWACASFQELWPSPGNLKLFERAAEKGNFEAAVKLGIAYLYNEGLSVSDEARAEVNGLKASRFFSLAERLNVGAAPFIWLFIRPPWSVSGSCCKAVVHESLRAECQLQRTHKASILHCLGRVLSLFEDEEKQQQAHDLFEEAAHQGCLTSSYLLWESDRRTDVSDPGRCLHSFRKLRDYAAKGCWEAQLSLAKACANANQLGLEVRASSEIVCQLFQASQAVSKQQVFS.... Result: 1 (interaction). (3) The miRNA is hsa-miR-6514-5p with sequence UAUGGAGUGGACUUUCAGCUGGC. Result: 0 (no interaction). The protein sequence of the target gene is MEALPLLAATTPDHGRHRRLLLLPLLLFLLPAGAVQGWETEERPRTREEECHFYAGGQVYPGEASRVSVADHSLHLSKAKISKPAPYWEGTAVIDGEFKELKLTDYRGKYLVFFFYPLDFTFVCPTEIIAFGDRLEEFRSINTEVVACSVDSQFTHLAWINTPRRQGGLGPIRIPLLSDLTHQISKDYGVYLEDSGHTLRGLFIIDDKGILRQITLNDLPVGRSVDETLRLVQAFQYTDKHGEVCPAGWKPGSETIIPDPAGKLKYFDKLN. (4) The miRNA is hsa-miR-190a-3p with sequence CUAUAUAUCAAACAUAUUCCU. The protein sequence of the target gene is MALKGQEDYIYLFKDSTHPVDFLDAFRTFYLDGLFTDITLQCPSGIIFHCHRAVLAACSNYFKAMFTADMKEKFKNKIKLSGIHHDILEGLVNYAYTSQIEITKRNVQSLLEAADLLQFLSVKKACERFLVRHLDIDNCIGMHSFAEFHVCPELEKESRRILCSKFKEVWQQEEFLEISLEKFLFILSRKNLSVWKEEAIIEPVIKWTAHDVENRIECLYNLLSYINIDIDPVYLKTALGLQRSCLLTENKIRSLIYNALNPMHKEISQRSTATMYIIGGYYWHPLSEVHIWDPLTNVWI.... Result: 1 (interaction). (5) The miRNA is hsa-miR-4753-3p with sequence UUCUCUUUCUUUAGCCUUGUGU. The protein sequence of the target gene is MAAPEERDLTQEQTEKLLQFQDLTGIESMDQCRHTLEQHNWNIEAAVQDRLNEQEGVPSVFNPPPSRPLQVNTADHRIYSYVVSRPQPRGLLGWGYYLIMLPFRFTYYTILDIFRFALRFIRPDPRSRVTDPVGDIVSFMHSFEEKYGRAHPVFYQGTYSQALNDAKRELRFLLVYLHGDDHQDSDEFCRNTLCAPEVISLINTRMLFWACSTNKPEGYRVSQALRENTYPFLAMIMLKDRRMTVVGRLEGLIQPDDLINQLTFIMDANQTYLVSERLEREERNQTQVLRQQQDEAYLAS.... Result: 0 (no interaction). (6) The miRNA is hsa-miR-193a-3p with sequence AACUGGCCUACAAAGUCCCAGU. The protein sequence of the target gene is MADWLLLIPWNKIFTAACGCFFSDRNYIHKMEANLDDLHTTMEELKNGRDDLLRRVSIEEDKGLQQLAQVKGWISRVEIVESRFKDLLEDKSTETGRLCLFGFCSENCISSYNYGEKVMKNLEEVKELLSKKHFEVVAHKIPVPKVEEKNIHTTVGLYAMVEMAWKSLMNDEIRTLCLHGMGGVGKTTLLACINNKFVELESEFDVVIWVVVSKDFQLEGIQDQILGRLRLDKEWERETENKKASLINNNLKRKKFVLLLDDLWSEVDLNKIGVPPPTRENGAKIVFTKRSKEVSKYMKA.... Result: 0 (no interaction).